From a dataset of Forward reaction prediction with 1.9M reactions from USPTO patents (1976-2016). Predict the product of the given reaction. (1) Given the reactants BrCCBr.C[Si](Cl)(C)C.I[CH:11]1[CH2:14][N:13]([C:15]([O:17][CH2:18][CH2:19][CH2:20][CH3:21])=[O:16])[CH2:12]1.O1C=CC=C1P(C1OC=CC=1)C1OC=CC=1.I[C:39]1[CH:48]=[CH:47][C:42]([C:43]([O:45][CH3:46])=[O:44])=[CH:41][CH:40]=1, predict the reaction product. The product is: [CH3:46][O:45][C:43]([C:42]1[CH:47]=[CH:48][C:39]([CH:11]2[CH2:14][N:13]([C:15]([O:17][CH2:18][CH2:19][CH2:20][CH3:21])=[O:16])[CH2:12]2)=[CH:40][CH:41]=1)=[O:44]. (2) Given the reactants [F:1][CH:2]([F:24])[C:3]1[N:8]2[N:9]=[CH:10][C:11]([C:12]#[CH:13])=[C:7]2[N:6]=[C:5]([C:14]2[CH:19]=[CH:18][C:17]([C:20]([F:23])([F:22])[F:21])=[CH:16][CH:15]=2)[CH:4]=1.Br[C:26]1[CH:31]=[CH:30][C:29]([S:32]([NH:35][CH2:36][CH2:37][O:38][CH3:39])(=[O:34])=[O:33])=[CH:28][CH:27]=1, predict the reaction product. The product is: [F:24][CH:2]([F:1])[C:3]1[N:8]2[N:9]=[CH:10][C:11]([C:12]#[C:13][C:26]3[CH:31]=[CH:30][C:29]([S:32]([NH:35][CH2:36][CH2:37][O:38][CH3:39])(=[O:34])=[O:33])=[CH:28][CH:27]=3)=[C:7]2[N:6]=[C:5]([C:14]2[CH:19]=[CH:18][C:17]([C:20]([F:23])([F:22])[F:21])=[CH:16][CH:15]=2)[CH:4]=1. (3) Given the reactants [Cl:1][C:2]1[N:7]=[C:6]([C:8]2[NH:9][C:10]3[C:15]([CH:16]=2)=[C:14]([F:17])[CH:13]=[CH:12][CH:11]=3)[C:5]([NH2:18])=[CH:4][CH:3]=1.[C:19](OCC)(OCC)(OCC)[CH3:20].Cl, predict the reaction product. The product is: [Cl:1][C:2]1[CH:3]=[CH:4][C:5]2[N:18]=[C:19]([CH3:20])[N:9]3[C:10]4[CH:11]=[CH:12][CH:13]=[C:14]([F:17])[C:15]=4[CH:16]=[C:8]3[C:6]=2[N:7]=1.